Dataset: NCI-60 drug combinations with 297,098 pairs across 59 cell lines. Task: Regression. Given two drug SMILES strings and cell line genomic features, predict the synergy score measuring deviation from expected non-interaction effect. (1) Drug 1: CC1C(C(CC(O1)OC2CC(CC3=C2C(=C4C(=C3O)C(=O)C5=C(C4=O)C(=CC=C5)OC)O)(C(=O)CO)O)N)O.Cl. Drug 2: C1=CC(=C2C(=C1NCCNCCO)C(=O)C3=C(C=CC(=C3C2=O)O)O)NCCNCCO. Cell line: IGROV1. Synergy scores: CSS=18.1, Synergy_ZIP=-9.66, Synergy_Bliss=1.16, Synergy_Loewe=-4.65, Synergy_HSA=1.46. (2) Drug 1: CC(C1=C(C=CC(=C1Cl)F)Cl)OC2=C(N=CC(=C2)C3=CN(N=C3)C4CCNCC4)N. Drug 2: C1CCC(C1)C(CC#N)N2C=C(C=N2)C3=C4C=CNC4=NC=N3. Cell line: SR. Synergy scores: CSS=76.7, Synergy_ZIP=2.44, Synergy_Bliss=2.71, Synergy_Loewe=-21.2, Synergy_HSA=2.37. (3) Drug 1: CCCCCOC(=O)NC1=NC(=O)N(C=C1F)C2C(C(C(O2)C)O)O. Drug 2: CC1CCCC2(C(O2)CC(NC(=O)CC(C(C(=O)C(C1O)C)(C)C)O)C(=CC3=CSC(=N3)C)C)C. Cell line: CAKI-1. Synergy scores: CSS=36.5, Synergy_ZIP=10.3, Synergy_Bliss=11.7, Synergy_Loewe=-25.1, Synergy_HSA=3.13. (4) Drug 1: CC1C(C(CC(O1)OC2CC(CC3=C2C(=C4C(=C3O)C(=O)C5=C(C4=O)C(=CC=C5)OC)O)(C(=O)CO)O)N)O.Cl. Drug 2: C1CNP(=O)(OC1)N(CCCl)CCCl. Cell line: T-47D. Synergy scores: CSS=-4.98, Synergy_ZIP=4.11, Synergy_Bliss=3.51, Synergy_Loewe=-4.79, Synergy_HSA=-2.13.